This data is from Full USPTO retrosynthesis dataset with 1.9M reactions from patents (1976-2016). The task is: Predict the reactants needed to synthesize the given product. (1) Given the product [Br:1][C:2]1[C:10]2[C:5](=[N:6][CH:7]=[CH:8][C:9]=2[C:11]2[C:12]([C:18]3[CH:19]=[C:20]([CH:21]=[CH:22][CH:23]=3)[NH2:24])=[N:13][N:14]([CH2:16][CH3:17])[CH:15]=2)[NH:4][CH:3]=1, predict the reactants needed to synthesize it. The reactants are: [Br:1][C:2]1[C:10]2[C:5](=[N:6][CH:7]=[CH:8][C:9]=2[C:11]2[C:12]([C:18]3[CH:23]=[CH:22][CH:21]=[C:20]([N+:24]([O-])=O)[CH:19]=3)=[N:13][N:14]([CH2:16][CH3:17])[CH:15]=2)[NH:4][CH:3]=1.[Sn].Cl. (2) The reactants are: [NH2:1][C:2]1[C:11](Br)=[N:10][C:9]([Br:13])=[CH:8][C:3]=1[C:4]([O:6][CH3:7])=[O:5].[N:14]1([C:20]([C:22]2[CH:27]=[CH:26][C:25](B(O)O)=[CH:24][CH:23]=2)=[O:21])[CH2:19][CH2:18][O:17][CH2:16][CH2:15]1.C(=O)([O-])[O-].[Na+].[Na+]. Given the product [NH2:1][C:2]1[C:11]([C:25]2[CH:24]=[CH:23][C:22]([C:20]([N:14]3[CH2:19][CH2:18][O:17][CH2:16][CH2:15]3)=[O:21])=[CH:27][CH:26]=2)=[N:10][C:9]([Br:13])=[CH:8][C:3]=1[C:4]([O:6][CH3:7])=[O:5], predict the reactants needed to synthesize it.